This data is from Retrosynthesis with 50K atom-mapped reactions and 10 reaction types from USPTO. The task is: Predict the reactants needed to synthesize the given product. (1) Given the product CC(C)C(O)(c1ccc(-c2ccc(Cl)cc2)cc1)c1cn(C(c2ccccc2)(c2ccccc2)c2ccccc2)cn1, predict the reactants needed to synthesize it. The reactants are: CC(C)C(O)(c1ccc(Br)cc1)c1cn(C(c2ccccc2)(c2ccccc2)c2ccccc2)cn1.OB(O)c1ccc(Cl)cc1. (2) Given the product CC(C)(C)OC(=O)N1CCC(COC(CC#N)c2cc(Cl)cc3cn(COCC[Si](C)(C)C)nc23)(c2ccc(F)cc2)CC1, predict the reactants needed to synthesize it. The reactants are: CC(C)(C)OC(=O)N1CCC(COC(COS(C)(=O)=O)c2cc(Cl)cc3cn(COCC[Si](C)(C)C)nc23)(c2ccc(F)cc2)CC1.[C-]#N.